Binary Classification. Given a miRNA mature sequence and a target amino acid sequence, predict their likelihood of interaction. From a dataset of Experimentally validated miRNA-target interactions with 360,000+ pairs, plus equal number of negative samples. (1) The miRNA is hsa-miR-3194-3p with sequence AGCUCUGCUGCUCACUGGCAGU. The protein sequence of the target gene is MVVEVDSMPAASSVKKPFGLRSKMGKWCCRCFPCCRESGKSNVGTSGDHDDSAMKTLRSKMGKWCRHCFPCCRGSGKSNVGASGDHDDSAMKTLRNKMGKWCCHCFPCCRGSSKSKVGAWGDYDDSAFMEPRYHVRGEDLDKLHRAAWWGKVPRKDLIVMLRDTDVNKQDKQKRTALHLASANGNSEVVKLLLDRRCQLNVLDNKKRTALIKAVQCQEDECALMLLEHGTDPNIPDEYGNTTLHYAIYNEDKLMAKALLLYGADIESKNKHGLTPLLLGVHEQKQQVVKFLIKKKANLNA.... Result: 0 (no interaction). (2) The miRNA is hsa-miR-3133 with sequence UAAAGAACUCUUAAAACCCAAU. The protein sequence of the target gene is MASTCQRLSFYVSPLKRQLVSRPPVILWERLIPGCSRSIYSATGKWTKEYTLQTRKDVEKWWHQQIKEQASRVSEEDKLKPKFYLLSMFPYPSGKLHMGHVRVYTLSDTIARFQKMRGMQVINPMGWDAFGLPAENAAIERNLHPESWTQSNIKHMRKQLDRLGLCFSWDREITTCLPDYYKWTQYLFIKLYEAGLAYQKEALVNWDPVDQTVLANEQVNEYGCSWRSGAKVEKKYLRQWFIKTTAYAKAMQDALADLPEWYGIKGMQAHWIGDCVGCHLDFTLKVDGEDTGEKLTAYTA.... Result: 0 (no interaction). (3) The miRNA is mmu-miR-30d-5p with sequence UGUAAACAUCCCCGACUGGAAG. The protein sequence of the target gene is MQKATYYDNTAAALFGGYSSYPGSNGFGYDGPPQPPFQAATHLEGDYQRSACSLQSLGNAAPHAKSKELNGSCMRPGLAPEPLPAPPGSPPPSAAPTSTTSNSNNGGGPSKSGPPKCGAGSNSTLTKQIFPWMKESRQTSKLKNSSPGTAEGCGGGGGGGGGGGGGGGGSSGGGGGGGGGGDKSPPGSAASKRARTAYTSAQLVELEKEFHFNRYLCRPRRVEMANLLNLSERQIKIWFQNRRMKYKKDQKAKGLASSSGGPSPAGSPPQPMQSTAGFMNALHSMTPSYDSPSPPAFGKG.... Result: 1 (interaction).